This data is from Full USPTO retrosynthesis dataset with 1.9M reactions from patents (1976-2016). The task is: Predict the reactants needed to synthesize the given product. (1) Given the product [F:31][C:32]([F:36])([F:19])[C:47]([O-:48])=[O:46].[Cl:1][C:2]1[N:6]2[C:7]([CH2:12][C:13]3[CH:18]=[CH:17][C:16]([F:19])=[C:15]([CH:14]=3)[C:20]([N:22]3[CH2:23][CH2:24][CH:25]([NH+:34]4[CH2:35][C:32]([F:36])([F:31])[CH2:33]4)[CH2:26][CH2:27]3)=[O:21])=[CH:8][NH:9][C:10](=[O:11])[C:5]2=[CH:4][C:3]=1[Cl:29], predict the reactants needed to synthesize it. The reactants are: [Cl:1][C:2]1[N:6]2[C:7]([CH2:12][C:13]3[CH:18]=[CH:17][C:16]([F:19])=[C:15]([C:20]([N:22]4[CH2:27][CH2:26][C:25](=O)[CH2:24][CH2:23]4)=[O:21])[CH:14]=3)=[CH:8][NH:9][C:10](=[O:11])[C:5]2=[CH:4][C:3]=1[Cl:29].Cl.[F:31][C:32]1([F:36])[CH2:35][NH:34][CH2:33]1.CCN(C(C)C)C(C)C.[OH2:46].[CH3:47][OH:48]. (2) Given the product [Br:19][C:16]1[CH:17]=[CH:18][C:9]([NH:8][C:2]([O:4][CH:5]([CH3:7])[CH3:6])=[O:3])=[C:10]([CH:15]=1)[C:11]([O:13][CH3:14])=[O:12], predict the reactants needed to synthesize it. The reactants are: Cl[C:2]([O:4][CH:5]([CH3:7])[CH3:6])=[O:3].[NH2:8][C:9]1[CH:18]=[CH:17][C:16]([Br:19])=[CH:15][C:10]=1[C:11]([O:13][CH3:14])=[O:12].N1C=CC=CC=1.O. (3) Given the product [CH3:36][C:35]([Si:32]([CH3:34])([CH3:33])[O:31][CH2:30][C:12]1[C:13]([NH:15][CH2:16][CH2:17][CH2:18][NH:19][C:20](=[O:29])[O:21][CH2:22][C:23]2[CH:28]=[CH:27][CH:26]=[CH:25][CH:24]=2)=[N:14][C:9]([NH:8][C:4]2[CH:5]=[CH:6][CH:7]=[C:2]([NH:1][C:20]([NH:19][CH2:18][CH3:17])=[O:21])[CH:3]=2)=[N:10][CH:11]=1)([CH3:38])[CH3:37], predict the reactants needed to synthesize it. The reactants are: [NH2:1][C:2]1[CH:3]=[C:4]([NH:8][C:9]2[N:14]=[C:13]([NH:15][CH2:16][CH2:17][CH2:18][NH:19][C:20](=[O:29])[O:21][CH2:22][C:23]3[CH:28]=[CH:27][CH:26]=[CH:25][CH:24]=3)[C:12]([CH2:30][O:31][Si:32]([C:35]([CH3:38])([CH3:37])[CH3:36])([CH3:34])[CH3:33])=[CH:11][N:10]=2)[CH:5]=[CH:6][CH:7]=1. (4) Given the product [CH2:1]([O:3][C:4]1[CH:11]=[CH:10][CH:9]=[C:8]([O:12][CH2:13][CH3:14])[C:5]=1[CH2:6][Br:16])[CH3:2], predict the reactants needed to synthesize it. The reactants are: [CH2:1]([O:3][C:4]1[CH:11]=[CH:10][CH:9]=[C:8]([O:12][CH2:13][CH3:14])[C:5]=1[CH2:6]O)[CH3:2].P(Br)(Br)[Br:16]. (5) Given the product [Br:7][C:8]1[CH:13]=[CH:12][C:11]([N:15]2[CH:5]=[C:4]([CH2:3][CH2:2][CH2:1][OH:6])[N:17]=[N:16]2)=[CH:10][CH:9]=1, predict the reactants needed to synthesize it. The reactants are: [CH2:1]([OH:6])[CH2:2][CH2:3][C:4]#[CH:5].[Br:7][C:8]1[CH:13]=[CH:12][C:11](I)=[CH:10][CH:9]=1.[N-:15]=[N+:16]=[N-:17].[Na+].N1CCC[C@H]1C(O)=O.C([O-])([O-])=O.[Na+].[Na+].O=C1O[C@H]([C@H](CO)O)C([O-])=C1O.[Na+]. (6) The reactants are: [C:1]([CH2:4][N:5]([CH2:36][C:37]([OH:39])=[O:38])[CH:6]([CH2:24][CH2:25][CH2:26][C:27]1[CH:32]=[CH:31][C:30]([N+:33]([O-])=O)=[CH:29][CH:28]=1)[CH2:7][N:8]([CH2:13][CH2:14][N:15]([CH2:20][C:21]([OH:23])=[O:22])[CH2:16][C:17]([OH:19])=[O:18])[CH2:9][C:10]([OH:12])=[O:11])([OH:3])=[O:2]. Given the product [NH2:33][C:30]1[CH:31]=[CH:32][C:27]([CH2:26][CH2:25][CH2:24][CH:6]([N:5]([CH2:36][C:37]([OH:39])=[O:38])[CH2:4][C:1]([OH:3])=[O:2])[CH2:7][N:8]([CH2:13][CH2:14][N:15]([CH2:16][C:17]([OH:19])=[O:18])[CH2:20][C:21]([OH:23])=[O:22])[CH2:9][C:10]([OH:12])=[O:11])=[CH:28][CH:29]=1, predict the reactants needed to synthesize it. (7) Given the product [C:4]([C:3]1[N:6]=[C:10]([CH3:9])[CH2:11][C:12]([CH3:13])=[N:1][C:2]=1[C:7]#[N:8])#[N:5], predict the reactants needed to synthesize it. The reactants are: [NH2:1]/[C:2](/[C:7]#[N:8])=[C:3](\[NH2:6])/[C:4]#[N:5].[CH3:9][C:10](=O)[CH2:11][C:12](=O)[CH3:13].O=P12OP3(OP(OP(O3)(O1)=O)(=O)O2)=O.